From a dataset of Catalyst prediction with 721,799 reactions and 888 catalyst types from USPTO. Predict which catalyst facilitates the given reaction. (1) Reactant: [CH3:1][CH2:2][C@@H:3]([C:5]([O:7][C@@H:8]1[C@@H:13]2[C@@H:14]([CH2:19][CH2:20][C@@H:21]([OH:29])[CH2:22][C@@H:23]([OH:28])[CH2:24][C:25]([O-:27])=[O:26])[C@@H:15]([CH3:18])[CH:16]=[CH:17][C:12]2=[CH:11][C@@H:10]([OH:30])[CH2:9]1)=[O:6])[CH3:4].[Na+].[OH-].[Na+].C(#N)C. Product: [CH3:1][CH2:2][C@@H:3]([C:5]([O:7][C@@H:8]1[C@@H:13]2[C@@H:14]([CH2:19][CH2:20][C@@H:21]([OH:29])[CH2:22][C@@H:23]([OH:28])[CH2:24][C:25]([OH:27])=[O:26])[C@@H:15]([CH3:18])[CH:16]=[CH:17][C:12]2=[CH:11][C@@H:10]([OH:30])[CH2:9]1)=[O:6])[CH3:4]. The catalyst class is: 40. (2) Reactant: [CH:1]1[CH:6]=[CH:5][C:4]([NH:7][C:8]([CH2:10][CH2:11][CH2:12][CH2:13][CH2:14][CH2:15][C:16]([NH:18][OH:19])=[O:17])=[O:9])=[CH:3][CH:2]=1.ON1C2C=CC=CC=2N=N1.[C:30](OC(=O)C)(=[O:32])[CH3:31]. Product: [C:4]1([NH:7][C:8](=[O:9])[CH2:10][CH2:11][CH2:12][CH2:13][CH2:14][CH2:15][C:16]([NH:18][O:19][C:30](=[O:32])[CH3:31])=[O:17])[CH:3]=[CH:2][CH:1]=[CH:6][CH:5]=1. The catalyst class is: 298. (3) Reactant: [CH2:1]([C:3]1[C:8]([CH3:9])=[CH:7][CH:6]=[CH:5][N:4]=1)[CH3:2].[ClH:10]. Product: [ClH:10].[CH2:1]([CH:3]1[CH:8]([CH3:9])[CH2:7][CH2:6][CH2:5][NH:4]1)[CH3:2]. The catalyst class is: 5.